This data is from Reaction yield outcomes from USPTO patents with 853,638 reactions. The task is: Predict the reaction yield, written as a fraction of the theoretical maximum amount of product (1.0 means a 100% yield; for example, 0.34 means a 34% yield). (1) The reactants are Cl[C:2]1[N:7]2[N:8]=[C:9]([CH3:11])[CH:10]=[C:6]2[N:5]=[C:4]([NH:12][C:13](=[O:24])[C:14]2[CH:19]=[CH:18][C:17]([C:20]([OH:23])([CH3:22])[CH3:21])=[CH:16][CH:15]=2)[CH:3]=1.[NH:25]1[CH2:29][CH2:28][CH2:27][C@H:26]1[CH2:30][OH:31]. The catalyst is CN(C=O)C.CS(C)=O.CO. The product is [OH:31][CH2:30][C@@H:26]1[CH2:27][CH2:28][CH2:29][N:25]1[C:2]1[N:7]2[N:8]=[C:9]([CH3:11])[CH:10]=[C:6]2[N:5]=[C:4]([NH:12][C:13](=[O:24])[C:14]2[CH:19]=[CH:18][C:17]([C:20]([OH:23])([CH3:22])[CH3:21])=[CH:16][CH:15]=2)[CH:3]=1. The yield is 0.810. (2) The reactants are [CH2:1]([O:8][CH:9]1[CH2:12][C:11](=[O:13])[CH2:10]1)[C:2]1[CH:7]=[CH:6][CH:5]=[CH:4][CH:3]=1.O1CCCC1.CO.[BH4-].[Na+]. The catalyst is O. The product is [CH2:1]([O:8][CH:9]1[CH2:12][CH:11]([OH:13])[CH2:10]1)[C:2]1[CH:7]=[CH:6][CH:5]=[CH:4][CH:3]=1. The yield is 0.900. (3) The yield is 0.930. The product is [CH:1]1([C:4]2[N:9]=[CH:8][C:7]([CH:10]([N:23]3[CH2:24][CH2:25][C:20]([F:26])([F:19])[CH2:21][CH2:22]3)[C:16]#[N:17])=[CH:6][N:5]=2)[CH2:3][CH2:2]1. The catalyst is CC(O)=O. The reactants are [CH:1]1([C:4]2[N:9]=[CH:8][C:7]([CH:10]=O)=[CH:6][N:5]=2)[CH2:3][CH2:2]1.[Si]([C:16]#[N:17])(C)(C)C.Cl.[F:19][C:20]1([F:26])[CH2:25][CH2:24][NH:23][CH2:22][CH2:21]1.C(O[Na])(C)=O. (4) The reactants are [CH3:1][O:2][C:3]([C:5]1[CH:10]=[CH:9][CH:8]=[C:7]([C:11]2[O:15][C:14]([C:16](=[O:33])[CH2:17][CH2:18][CH2:19][CH:20]3[CH2:25][CH2:24][N:23]([C:26](OC(C)(C)C)=O)[CH2:22][CH2:21]3)=[N:13][CH:12]=2)[N:6]=1)=[O:4].COC(C1C=CC=C(C2OC(C(O)[CH2:50][CH2:51][CH2:52][CH:53]3[CH2:58][CH2:57]N(C(OC(C)(C)C)=O)[CH2:55][CH2:54]3)=NC=2)N=1)=O.[CH3:67]C(OI1(OC(C)=O)(OC(C)=O)OC(=O)C2C=CC=CC1=2)=O. The catalyst is C(Cl)Cl. The product is [CH3:1][O:2][C:3]([C:5]1[CH:10]=[CH:9][CH:8]=[C:7]([C:11]2[O:15][C:14]([C:16](=[O:33])[CH2:17][CH2:18][CH2:19][CH:20]3[CH2:21][CH2:22][N:23]([CH2:26][C:50]4[CH:51]=[CH:52][C:53]([CH:54]([CH3:55])[CH3:67])=[CH:58][CH:57]=4)[CH2:24][CH2:25]3)=[N:13][CH:12]=2)[N:6]=1)=[O:4]. The yield is 0.990.